Dataset: Reaction yield outcomes from USPTO patents with 853,638 reactions. Task: Predict the reaction yield, written as a fraction of the theoretical maximum amount of product (1.0 means a 100% yield; for example, 0.34 means a 34% yield). (1) The reactants are C(Cl)(=O)C(Cl)=O.[CH3:7][O:8][C:9]1[CH:17]=[CH:16][C:15]([O:18][CH3:19])=[CH:14][C:10]=1[C:11]([OH:13])=O.Cl.[CH3:21][NH:22][O:23][CH3:24].C(N(CC)CC)C. The catalyst is C(Cl)Cl.CN(C=O)C. The product is [CH3:24][O:23][N:22]([CH3:21])[C:11](=[O:13])[C:10]1[CH:14]=[C:15]([O:18][CH3:19])[CH:16]=[CH:17][C:9]=1[O:8][CH3:7]. The yield is 0.990. (2) The catalyst is CN(C=O)C.O. The product is [CH2:25]([O:27][C:28](=[O:41])[CH2:29][CH:30]([C:34]1[CH:35]=[CH:36][C:37]([O:40][CH2:8][C:9]2[N:10]=[C:11]([C:15]3[CH:20]=[CH:19][C:18]([C:21]([F:24])([F:23])[F:22])=[CH:17][CH:16]=3)[O:12][C:13]=2[CH3:14])=[CH:38][CH:39]=1)[C:31]#[C:32][CH3:33])[CH3:26]. The yield is 0.820. The reactants are C(=O)([O-])[O-].[Cs+].[Cs+].Cl[CH2:8][C:9]1[N:10]=[C:11]([C:15]2[CH:20]=[CH:19][C:18]([C:21]([F:24])([F:23])[F:22])=[CH:17][CH:16]=2)[O:12][C:13]=1[CH3:14].[CH2:25]([O:27][C:28](=[O:41])[CH2:29][CH:30]([C:34]1[CH:39]=[CH:38][C:37]([OH:40])=[CH:36][CH:35]=1)[C:31]#[C:32][CH3:33])[CH3:26].Cl. (3) The reactants are [CH:1]1([CH2:7][N:8]2[C:15]([NH2:16])=[C:14]([NH2:17])[C:12](=[O:13])[N:11]([CH2:18][CH:19]3[CH2:24][CH2:23][CH2:22][CH2:21][CH2:20]3)[C:9]2=[O:10])[CH2:6][CH2:5][CH2:4][CH2:3][CH2:2]1.II.[O-]S([O-])(=S)=O.[Na+].[Na+].[CH2:34]([OH:36])[CH3:35]. No catalyst specified. The product is [CH:19]1([CH2:18][N:11]2[C:12](=[O:13])[C:14]3[N:17]=[C:7]([C:1]4[CH:6]=[CH:5][C:35]([CH:34]=[O:36])=[CH:3][CH:2]=4)[NH:16][C:15]=3[N:8]([CH2:7][CH:1]3[CH2:2][CH2:3][CH2:4][CH2:5][CH2:6]3)[C:9]2=[O:10])[CH2:24][CH2:23][CH2:22][CH2:21][CH2:20]1. The yield is 0.820. (4) The reactants are C[O:2][C:3]([C@@H:5]1[CH2:9][C:8](=[O:10])[N:7]([C:11]2[CH:16]=[CH:15][C:14]([O:17][CH2:18][C:19]3[CH:24]=[CH:23][C:22]([F:25])=[CH:21][CH:20]=3)=[CH:13][CH:12]=2)[CH2:6]1)=[O:4].Cl. The catalyst is O1CCOCC1. The product is [F:25][C:22]1[CH:21]=[CH:20][C:19]([CH2:18][O:17][C:14]2[CH:13]=[CH:12][C:11]([N:7]3[C:8](=[O:10])[CH2:9][C@@H:5]([C:3]([OH:4])=[O:2])[CH2:6]3)=[CH:16][CH:15]=2)=[CH:24][CH:23]=1. The yield is 0.510. (5) The reactants are [NH2:1][C@H:2]1[CH2:7][CH2:6][C@H:5]([OH:8])[CH2:4][CH2:3]1.C(N(CC)CC)C.[F:16][C:17]([F:28])([F:27])[C:18]1[CH:19]=[C:20]([N:24]=[C:25]=[O:26])[CH:21]=[CH:22][CH:23]=1. The catalyst is O1CCCC1. The product is [OH:8][C@H:5]1[CH2:6][CH2:7][C@H:2]([NH:1][C:25]([NH:24][C:20]2[CH:21]=[CH:22][CH:23]=[C:18]([C:17]([F:16])([F:27])[F:28])[CH:19]=2)=[O:26])[CH2:3][CH2:4]1. The yield is 0.720. (6) The reactants are [F:1][C:2]1[CH:7]=[CH:6][C:5]([C:8]2[O:9][C:10]3[CH:20]=[CH:19][C:18]([C:21]4[CH:26]=[C:25]([C:27](=[O:38])[NH:28][C:29]5([C:32]6[CH:37]=[CH:36][CH:35]=[CH:34][N:33]=6)[CH2:31][CH2:30]5)[C:24]([OH:39])=[CH:23][C:22]=4[CH3:40])=[CH:17][C:11]=3[C:12]=2[C:13]([NH:15][CH3:16])=[O:14])=[CH:4][CH:3]=1.[C:41]1(P(C2C=CC=CC=2)C2C=CC=CC=2)[CH:46]=CC=C[CH:42]=1.N(/C(OC(C)(C)C)=O)=N\C(OC(C)(C)C)=O.CC(O)C. The catalyst is O1CCOCC1. The product is [F:1][C:2]1[CH:7]=[CH:6][C:5]([C:8]2[O:9][C:10]3[CH:20]=[CH:19][C:18]([C:21]4[CH:26]=[C:25]([C:27](=[O:38])[NH:28][C:29]5([C:32]6[CH:37]=[CH:36][CH:35]=[CH:34][N:33]=6)[CH2:30][CH2:31]5)[C:24]([O:39][CH:41]([CH3:46])[CH3:42])=[CH:23][C:22]=4[CH3:40])=[CH:17][C:11]=3[C:12]=2[C:13]([NH:15][CH3:16])=[O:14])=[CH:4][CH:3]=1. The yield is 0.250. (7) The catalyst is C(OCCCC)CCC.C1COCC1.CO. The product is [CH:5]12[CH2:6][CH:1]1[CH2:2][N:3]([C:7]([CH3:11])([CH3:10])[CH:8]([C:12]1[CH:17]=[CH:16][CH:15]=[CH:14][CH:13]=1)[NH2:9])[CH2:4]2. The yield is 0.440. The reactants are [CH:1]12[CH2:6][CH:5]1[CH2:4][N:3]([C:7]([CH3:11])([CH3:10])[C:8]#[N:9])[CH2:2]2.[C:12]1([Li])[CH:17]=[CH:16][CH:15]=[CH:14][CH:13]=1.[BH4-].[Na+].NC(C1C=CC=CC=1)C1(N(C)C)CCCC1.